Predict the product of the given reaction. From a dataset of Forward reaction prediction with 1.9M reactions from USPTO patents (1976-2016). (1) Given the reactants [CH3:1][O-:2].[Na+].Cl[C:5]1[C:6](=[O:17])[C:7]2[C:12]([C:13](=[O:16])[C:14]=1Cl)=[CH:11][CH:10]=[CH:9][CH:8]=2.[NH2:18][C:19]1[CH:24]=[CH:23][CH:22]=[CH:21][CH:20]=1, predict the reaction product. The product is: [CH3:1][O:2][C:5]1[C:6](=[O:17])[C:7]2[C:12]([C:13](=[O:16])[C:14]=1[NH:18][C:19]1[CH:24]=[CH:23][CH:22]=[CH:21][CH:20]=1)=[CH:11][CH:10]=[CH:9][CH:8]=2. (2) Given the reactants CC1(C)[O:7][CH2:6][C:5]([NH:28]C(=O)OC(C)(C)C)([CH2:8][N:9]2[CH2:15][CH2:14][C:13]3[CH:16]=[C:17]([CH2:20][CH2:21][CH2:22][CH2:23][CH2:24][CH2:25][CH2:26][CH3:27])[CH:18]=[CH:19][C:12]=3[CH2:11][CH2:10]2)[CH2:4][O:3]1.CC1(C)OCC(NC(=O)OC(C)(C)C)(CNC2C=CC(CCCCCCCC)=CC=2)CO1, predict the reaction product. The product is: [NH2:28][C:5]([CH2:8][N:9]1[CH2:15][CH2:14][C:13]2[CH:16]=[C:17]([CH2:20][CH2:21][CH2:22][CH2:23][CH2:24][CH2:25][CH2:26][CH3:27])[CH:18]=[CH:19][C:12]=2[CH2:11][CH2:10]1)([CH2:6][OH:7])[CH2:4][OH:3]. (3) Given the reactants [C:1]([O:5][C:6]([NH:8][CH2:9][C:10]1[CH:19]=[CH:18][C:17]([F:20])=[CH:16][C:11]=1[C:12]([O:14]C)=O)=[O:7])([CH3:4])([CH3:3])[CH3:2].[CH:21]([NH2:24])([CH3:23])[CH3:22], predict the reaction product. The product is: [F:20][C:17]1[CH:18]=[CH:19][C:10]([CH2:9][NH:8][C:6](=[O:7])[O:5][C:1]([CH3:2])([CH3:3])[CH3:4])=[C:11]([C:12]([NH:24][CH:21]([CH3:23])[CH3:22])=[O:14])[CH:16]=1.